From a dataset of Catalyst prediction with 721,799 reactions and 888 catalyst types from USPTO. Predict which catalyst facilitates the given reaction. (1) Reactant: [Cl:1][C:2]1[CH:3]=[C:4]([C:8]2[N:16]=[C:15]([CH2:17][CH:18]=[O:19])[N:14]=[C:13]3[C:9]=2[N:10]([CH2:27][C@H:28]2[CH2:33][CH2:32][C@H:31]([CH3:34])[CH2:30][CH2:29]2)[C:11]([N:20]2[CH2:25][CH2:24][O:23][CH2:22][C@H:21]2[CH3:26])=[N:12]3)[CH:5]=[CH:6][CH:7]=1.[OH:35]P([O-])(O)=O.[K+].CC(=CC)C.[O-]Cl=O.[Na+]. Product: [Cl:1][C:2]1[CH:3]=[C:4]([C:8]2[N:16]=[C:15]([CH2:17][C:18]([OH:35])=[O:19])[N:14]=[C:13]3[C:9]=2[N:10]([CH2:27][C@H:28]2[CH2:29][CH2:30][C@H:31]([CH3:34])[CH2:32][CH2:33]2)[C:11]([N:20]2[CH2:25][CH2:24][O:23][CH2:22][C@H:21]2[CH3:26])=[N:12]3)[CH:5]=[CH:6][CH:7]=1. The catalyst class is: 1. (2) Reactant: [NH2:1][CH2:2][CH2:3][N:4]1[C:13]2[C:8](=[N:9][CH:10]=[C:11]([CH2:14][C:15]3[CH:20]=[CH:19][C:18]([F:21])=[CH:17][CH:16]=3)[CH:12]=2)[C:7]([OH:22])=[C:6]([C:23]([NH:25][CH2:26][CH:27]2[CH2:31][CH2:30][CH2:29][O:28]2)=[O:24])[C:5]1=[O:32].C(N(C(C)C)CC)(C)C.[C:42](OC(=O)C)(=[O:44])[CH3:43]. Product: [C:42]([NH:1][CH2:2][CH2:3][N:4]1[C:13]2[C:8](=[N:9][CH:10]=[C:11]([CH2:14][C:15]3[CH:16]=[CH:17][C:18]([F:21])=[CH:19][CH:20]=3)[CH:12]=2)[C:7]([OH:22])=[C:6]([C:23]([NH:25][CH2:26][CH:27]2[CH2:31][CH2:30][CH2:29][O:28]2)=[O:24])[C:5]1=[O:32])(=[O:44])[CH3:43]. The catalyst class is: 3. (3) Reactant: [ClH:1].C(OCC)(=O)C.[Cl:8][C:9]1[N:10]=[C:11]([C:16]([NH:18][C@H:19]2[CH2:24][CH2:23][N:22]([C:25]3[S:26][C:27]([C:31]([NH:33][CH:34]4[CH2:39][CH2:38][N:37](C(OC(C)(C)C)=O)[CH2:36][CH2:35]4)=[O:32])=[C:28]([CH3:30])[N:29]=3)[CH2:21][C@H:20]2[O:47][CH3:48])=[O:17])[NH:12][C:13]=1[CH2:14][CH3:15]. Product: [ClH:8].[ClH:1].[Cl:8][C:9]1[N:10]=[C:11]([C:16]([NH:18][C@H:19]2[CH2:24][CH2:23][N:22]([C:25]3[S:26][C:27]([C:31]([NH:33][CH:34]4[CH2:35][CH2:36][NH:37][CH2:38][CH2:39]4)=[O:32])=[C:28]([CH3:30])[N:29]=3)[CH2:21][C@H:20]2[O:47][CH3:48])=[O:17])[NH:12][C:13]=1[CH2:14][CH3:15]. The catalyst class is: 5. (4) Reactant: [Cl:1][C:2]1[CH:7]=[CH:6][C:5]([N:8]([C@H:12]2[C:21]3[C:16](=[CH:17][CH:18]=[CH:19][CH:20]=3)[N:15]([C:22](=[O:30])[C:23]3[CH:28]=[CH:27][C:26]([OH:29])=[CH:25][CH:24]=3)[C@@H:14]([CH3:31])[CH2:13]2)[C:9](=[O:11])[CH3:10])=[CH:4][CH:3]=1.C([O-])([O-])=O.[Cs+].[Cs+].[CH3:38][O:39][C:40](=[O:46])[CH:41]([CH3:45])[CH2:42][CH2:43]Cl. Product: [CH3:38][O:39][C:40](=[O:46])[C@@H:41]([CH3:45])[CH2:42][CH2:43][O:29][C:26]1[CH:25]=[CH:24][C:23]([C:22]([N:15]2[C:16]3[C:21](=[CH:20][CH:19]=[CH:18][CH:17]=3)[C@H:12]([N:8]([C:9](=[O:11])[CH3:10])[C:5]3[CH:4]=[CH:3][C:2]([Cl:1])=[CH:7][CH:6]=3)[CH2:13][CH:14]2[CH3:31])=[O:30])=[CH:28][CH:27]=1. The catalyst class is: 3. (5) Reactant: [CH:1]([C@:4]1([C:10]([N:12]2[CH2:17][CH2:16][N:15]([C:18]3[CH:23]=[C:22]([C:24]([F:27])([F:26])[F:25])[CH:21]=[C:20]([CH3:28])[N:19]=3)[CH2:14][CH2:13]2)=[O:11])[CH2:8][CH2:7][C@@H:6]([NH2:9])[CH2:5]1)([CH3:3])[CH3:2].[CH3:29][CH:30]1[C:35](=O)[CH2:34][CH2:33][O:32][CH2:31]1.C(N(CC)CC)C.C(O[BH-](OC(=O)C)OC(=O)C)(=O)C.[Na+]. Product: [CH:1]([C@:4]1([C:10]([N:12]2[CH2:13][CH2:14][N:15]([C:18]3[CH:23]=[C:22]([C:24]([F:27])([F:25])[F:26])[CH:21]=[C:20]([CH3:28])[N:19]=3)[CH2:16][CH2:17]2)=[O:11])[CH2:8][CH2:7][C@@H:6]([NH:9][CH:35]2[CH2:34][CH2:33][O:32][CH2:31][CH:30]2[CH3:29])[CH2:5]1)([CH3:3])[CH3:2]. The catalyst class is: 2. (6) Reactant: [CH3:1][C:2]1([S:5]([NH:8][C:9]([C@@:11]2([NH:16]C(=O)OC(C)(C)C)[CH2:13][C@H:12]2[CH:14]=[CH2:15])=[O:10])(=[O:7])=[O:6])[CH2:4][CH2:3]1.C([Cl:27])(=O)C. The catalyst class is: 5. Product: [ClH:27].[NH2:16][C@:11]1([C:9]([NH:8][S:5]([C:2]2([CH3:1])[CH2:4][CH2:3]2)(=[O:7])=[O:6])=[O:10])[CH2:13][C@H:12]1[CH:14]=[CH2:15].